This data is from Catalyst prediction with 721,799 reactions and 888 catalyst types from USPTO. The task is: Predict which catalyst facilitates the given reaction. (1) Reactant: Cl[CH2:2][C@@H:3]1[CH2:7][O:6][C:5]([CH3:9])([CH3:8])[O:4]1.[Cl:10][C:11]1[N:19]=[C:18]2[C:14]([NH:15][C:16](=[O:26])[N:17]2[CH:20]2[CH2:25][CH2:24][O:23][CH2:22][CH2:21]2)=[CH:13][N:12]=1.C(=O)([O-])[O-].[K+].[K+].O. Product: [Cl:10][C:11]1[N:19]=[C:18]2[C:14]([N:15]([CH2:2][C@H:3]3[CH2:7][O:6][C:5]([CH3:9])([CH3:8])[O:4]3)[C:16](=[O:26])[N:17]2[CH:20]2[CH2:21][CH2:22][O:23][CH2:24][CH2:25]2)=[CH:13][N:12]=1. The catalyst class is: 3. (2) Reactant: [CH3:1][O:2][C:3]([C:5]1[S:6][C:7]([C:11]([OH:13])=O)=[CH:8][C:9]=1[CH3:10])=[O:4].[NH2:14][CH:15]([C:17]1[CH:18]=[C:19]([OH:23])[CH:20]=[CH:21][CH:22]=1)[CH3:16].C(N(CC)CC)C.C1C=CC2N(O)N=NC=2C=1.CN(C(ON1N=NC2C=CC=CC1=2)=[N+](C)C)C.F[P-](F)(F)(F)(F)F. Product: [CH3:1][O:2][C:3]([C:5]1[S:6][C:7]([C:11](=[O:13])[NH:14][CH:15]([C:17]2[CH:22]=[CH:21][CH:20]=[C:19]([OH:23])[CH:18]=2)[CH3:16])=[CH:8][C:9]=1[CH3:10])=[O:4]. The catalyst class is: 3.